From a dataset of Peptide-MHC class I binding affinity with 185,985 pairs from IEDB/IMGT. Regression. Given a peptide amino acid sequence and an MHC pseudo amino acid sequence, predict their binding affinity value. This is MHC class I binding data. The peptide sequence is SELPQWLSANR. The MHC is HLA-B08:01 with pseudo-sequence HLA-B08:01. The binding affinity (normalized) is 0.